Dataset: Full USPTO retrosynthesis dataset with 1.9M reactions from patents (1976-2016). Task: Predict the reactants needed to synthesize the given product. (1) Given the product [Cl:8][C:33]1[C:32]2[C:37](=[CH:38][C:29]([OH:28])=[CH:30][CH:31]=2)[O:36][CH2:35][C:34]=1[CH:4]=[O:5], predict the reactants needed to synthesize it. The reactants are: CN([CH:4]=[O:5])C.O=P(Cl)(Cl)[Cl:8].[Si]([O:28][C:29]1[CH:38]=[C:37]2[C:32]([C:33](=O)[CH2:34][CH2:35][O:36]2)=[CH:31][CH:30]=1)(C(C)(C)C)(C1C=CC=CC=1)C1C=CC=CC=1.O. (2) Given the product [F:26][C:27]1[CH:32]=[CH:31][CH:30]=[CH:29][C:28]=1[S:33][C:2]1[CH:7]=[C:6]([C:8]2[CH:9]=[CH:10][C:11]3[N:12]([CH:14]=[C:15]([NH:17][C:18](=[O:20])[CH3:19])[N:16]=3)[N:13]=2)[CH:5]=[CH:4][N:3]=1, predict the reactants needed to synthesize it. The reactants are: F[C:2]1[CH:7]=[C:6]([C:8]2[CH:9]=[CH:10][C:11]3[N:12]([CH:14]=[C:15]([NH:17][C:18](=[O:20])[CH3:19])[N:16]=3)[N:13]=2)[CH:5]=[CH:4][N:3]=1.CN(C=O)C.[F:26][C:27]1[CH:32]=[CH:31][CH:30]=[CH:29][C:28]=1[SH:33].[H-].[Na+]. (3) Given the product [Cl:9][C:10]1[CH:15]=[C:14]([N:6]2[CH2:7][CH2:8][N:3]([CH2:1][CH3:2])[CH2:4][CH2:5]2)[CH:13]=[CH:12][C:11]=1[N+:17]([O-:19])=[O:18], predict the reactants needed to synthesize it. The reactants are: [CH2:1]([N:3]1[CH2:8][CH2:7][NH:6][CH2:5][CH2:4]1)[CH3:2].[Cl:9][C:10]1[CH:15]=[C:14](F)[CH:13]=[CH:12][C:11]=1[N+:17]([O-:19])=[O:18].C(=O)([O-])[O-].[K+].[K+]. (4) Given the product [F:1][C:2]1[CH:28]=[C:27]([F:29])[CH:26]=[CH:25][C:3]=1[O:4][C:5]1[CH:12]=[CH:11][C:8]([CH2:9][N:37]2[CH2:38][CH2:39][N:34]([C:40]([O:42][C:43]([CH3:46])([CH3:45])[CH3:44])=[O:41])[CH2:35][CH2:36]2)=[CH:7][C:6]=1[C:13]1[C:21]2[C:16](=[C:17]([O:22][CH3:23])[N:18]=[CH:19][CH:20]=2)[N:15]([CH3:24])[CH:14]=1, predict the reactants needed to synthesize it. The reactants are: [F:1][C:2]1[CH:28]=[C:27]([F:29])[CH:26]=[CH:25][C:3]=1[O:4][C:5]1[CH:12]=[CH:11][C:8]([CH:9]=O)=[CH:7][C:6]=1[C:13]1[C:21]2[C:16](=[C:17]([O:22][CH3:23])[N:18]=[CH:19][CH:20]=2)[N:15]([CH3:24])[CH:14]=1.C([BH3-])#N.[Na+].[N:34]1([C:40]([O:42][C:43]([CH3:46])([CH3:45])[CH3:44])=[O:41])[CH2:39][CH2:38][NH:37][CH2:36][CH2:35]1.C(O)(=O)C. (5) Given the product [F:43][C:40]1[CH:41]=[CH:42][C:37]([O:36][C:34](=[O:35])[N:14]([C@H:13]2[C@H:9]([C:4]3[CH:5]=[CH:6][C:7]([Cl:8])=[C:2]([Cl:1])[CH:3]=3)[CH2:10][N:11]([C:19]([CH:21]3[CH2:26][CH2:25][N:24]([C:27]([C:29]4([CH3:32])[CH2:30][CH2:31]4)=[O:28])[CH2:23][CH2:22]3)=[O:20])[CH2:12]2)[CH2:15][CH:16]([CH3:18])[CH3:17])=[CH:38][CH:39]=1, predict the reactants needed to synthesize it. The reactants are: [Cl:1][C:2]1[CH:3]=[C:4]([C@H:9]2[C@H:13]([NH:14][CH2:15][CH:16]([CH3:18])[CH3:17])[CH2:12][N:11]([C:19]([CH:21]3[CH2:26][CH2:25][N:24]([C:27]([C:29]4([CH3:32])[CH2:31][CH2:30]4)=[O:28])[CH2:23][CH2:22]3)=[O:20])[CH2:10]2)[CH:5]=[CH:6][C:7]=1[Cl:8].Cl[C:34]([O:36][C:37]1[CH:42]=[CH:41][C:40]([F:43])=[CH:39][CH:38]=1)=[O:35]. (6) Given the product [CH3:27][O:29][CH2:30][O:3][C@@H:2]([CH3:4])[C:1]([O:6][CH3:7])=[O:5], predict the reactants needed to synthesize it. The reactants are: [C:1]([O:6][CH3:7])(=[O:5])[C@H:2]([CH3:4])[OH:3].C1(C)C=CC(S([O-])(=O)=O)=CC=1.[NH+]1C=CC=CC=1.ClC[C:27]([O:29][CH2:30]OC)=C.C(=O)([O-])O.[Na+]. (7) Given the product [CH3:12][O:13][C:14]1[CH:19]=[CH:18][C:17]([CH:20]([NH:11][C:1]23[CH2:8][CH:7]4[CH2:6][CH:5]([CH2:4][CH:3]([CH2:9]4)[CH2:2]2)[CH2:10]3)[CH3:21])=[CH:16][CH:15]=1, predict the reactants needed to synthesize it. The reactants are: [C:1]12([NH2:11])[CH2:10][CH:5]3[CH2:6][CH:7]([CH2:9][CH:3]([CH2:4]3)[CH2:2]1)[CH2:8]2.[CH3:12][O:13][C:14]1[CH:19]=[CH:18][C:17]([C:20](=O)[CH3:21])=[CH:16][CH:15]=1.C12(NCC3C=CC(Br)=CC=3)CC3CC(CC(C3)C1)C2. (8) Given the product [CH3:20][O:15][C:13](=[O:14])[C@H:9]([NH2:8])[CH:10]1[CH2:11][CH2:12]1, predict the reactants needed to synthesize it. The reactants are: CC(OC([NH:8][C@@H:9]([C:13]([OH:15])=[O:14])[CH:10]1[CH2:12][CH2:11]1)=O)(C)C.S(Cl)(Cl)=O.[CH3:20]O.